The task is: Predict the reactants needed to synthesize the given product.. This data is from Full USPTO retrosynthesis dataset with 1.9M reactions from patents (1976-2016). (1) Given the product [C:6]([NH:8][C@H:9]([CH2:13][O:14][CH:15]([F:16])[F:17])[C:10]([NH:40][CH2:33][C:34]1[CH:39]=[CH:38][CH:37]=[CH:36][CH:35]=1)=[O:12])(=[O:7])[CH3:18], predict the reactants needed to synthesize it. The reactants are: C(O[C:6]([NH:8][C@H:9]([CH2:13][O:14][CH:15]([F:17])[F:16])[C:10]([OH:12])=O)=[O:7])(C)(C)C.[CH2:18](N(CC)CC)C.ClC(OCC(C)C)=O.[CH2:33]([NH2:40])[C:34]1[CH:39]=[CH:38][CH:37]=[CH:36][CH:35]=1. (2) Given the product [CH2:42]([NH:43][C:44]1[C:53]2[C:48](=[CH:49][CH:50]=[CH:51][CH:52]=2)[N:47]=[C:46]([C:54]2[CH:55]=[CH:56][C:57]([NH:60][S:61]([CH3:64])(=[O:63])=[O:62])=[CH:58][CH:59]=2)[N:45]=1)[CH2:41][C:35]1[CH:40]=[CH:39][CH:38]=[CH:37][CH:36]=1, predict the reactants needed to synthesize it. The reactants are: ClC1N=C(NCCC2C=CC=CC=2)C2C(=CC=CC=2)N=1.CS(NC1C=CC(B(O)O)=CC=1)(=O)=O.[C:35]1([CH:41](C2C=CC=CN=2)[CH2:42][NH:43][C:44]2[C:53]3[C:48](=[CH:49][CH:50]=[CH:51][CH:52]=3)[N:47]=[C:46]([C:54]3[CH:59]=[CH:58][C:57]([NH:60][S:61]([CH3:64])(=[O:63])=[O:62])=[CH:56][CH:55]=3)[N:45]=2)[CH:40]=[CH:39][CH:38]=[CH:37][CH:36]=1. (3) Given the product [CH3:13][C:12]([CH3:15])([CH3:14])[C:11]([C:10]1[C:4]2[C:5](=[N:6][CH:7]=[C:2]([C:24]3[CH:23]=[C:22]([S:19]([NH:18][CH3:17])(=[O:20])=[O:21])[CH:27]=[CH:26][CH:25]=3)[N:3]=2)[NH:8][CH:9]=1)=[O:16], predict the reactants needed to synthesize it. The reactants are: Br[C:2]1[N:3]=[C:4]2[C:10]([C:11](=[O:16])[C:12]([CH3:15])([CH3:14])[CH3:13])=[CH:9][NH:8][C:5]2=[N:6][CH:7]=1.[CH3:17][NH:18][S:19]([C:22]1[CH:23]=[C:24](B(O)O)[CH:25]=[CH:26][CH:27]=1)(=[O:21])=[O:20]. (4) The reactants are: [ClH:1].[CH2:2]([N:9]([C:28]1[CH:33]=[CH:32][C:31]([O:34][CH3:35])=[CH:30][CH:29]=1)[C:10](=[O:27])[C@@H:11]([NH:19]C(=O)OC(C)(C)C)[CH2:12][C:13]1[CH:18]=[CH:17][CH:16]=[CH:15][CH:14]=1)[C:3]1[CH:8]=[CH:7][CH:6]=[CH:5][CH:4]=1. Given the product [ClH:1].[NH2:19][C@@H:11]([CH2:12][C:13]1[CH:14]=[CH:15][CH:16]=[CH:17][CH:18]=1)[C:10]([N:9]([CH2:2][C:3]1[CH:4]=[CH:5][CH:6]=[CH:7][CH:8]=1)[C:28]1[CH:29]=[CH:30][C:31]([O:34][CH3:35])=[CH:32][CH:33]=1)=[O:27], predict the reactants needed to synthesize it. (5) Given the product [CH3:1][O:2][C:3]1[CH:8]=[N:7][CH:6]=[C:5]([CH:9]([OH:10])[C:12]([F:14])([F:13])[F:11])[CH:4]=1, predict the reactants needed to synthesize it. The reactants are: [CH3:1][O:2][C:3]1[CH:4]=[C:5]([CH:9]=[O:10])[CH:6]=[N:7][CH:8]=1.[F:11][C:12]([Si](C)(C)C)([F:14])[F:13].[F-].C([N+](CCCC)(CCCC)CCCC)CCC. (6) Given the product [CH3:1][O:2][C:3](=[O:21])[C:4]1[CH:9]=[CH:8][C:7]([N:10]2[CH2:14][C:13](=[O:23])[NH:12][S:11]2(=[O:20])=[O:19])=[CH:6][CH:5]=1, predict the reactants needed to synthesize it. The reactants are: [CH3:1][O:2][C:3](=[O:21])[C:4]1[CH:9]=[CH:8][C:7]([NH:10][S:11](=[O:20])(=[O:19])[NH:12][CH2:13][C:14](OCC)=O)=[CH:6][CH:5]=1.C[O-:23].[Na+]. (7) Given the product [Cl:1][C:2]1[CH:7]=[CH:6][C:5]([C:8]2([OH:23])[C:13]3([CH2:15][CH2:14]3)[CH2:12][NH:11][CH2:10][CH2:9]2)=[CH:4][CH:3]=1, predict the reactants needed to synthesize it. The reactants are: [Cl:1][C:2]1[CH:7]=[CH:6][C:5]([C:8]2([OH:23])[C:13]3([CH2:15][CH2:14]3)[CH2:12][N:11](C(OC(C)(C)C)=O)[CH2:10][CH2:9]2)=[CH:4][CH:3]=1.Cl. (8) Given the product [C:18]([O:17][C:15]([N:12]1[CH2:13][CH2:14][CH:9]([O:8][C:7]2[C:2]([C:35]3[CH:34]=[N:33][C:32]([NH:31][C:29](=[O:30])[NH:28][CH2:26][CH3:27])=[CH:37][C:36]=3[C:38]3[S:39][CH:40]=[C:41]([C:43]([F:46])([F:44])[F:45])[N:42]=3)=[CH:3][C:4]([C:22]([O:24][CH3:25])=[O:23])=[CH:5][N:6]=2)[CH2:10][CH2:11]1)=[O:16])([CH3:21])([CH3:20])[CH3:19], predict the reactants needed to synthesize it. The reactants are: Br[C:2]1[CH:3]=[C:4]([C:22]([O:24][CH3:25])=[O:23])[CH:5]=[N:6][C:7]=1[O:8][CH:9]1[CH2:14][CH2:13][N:12]([C:15]([O:17][C:18]([CH3:21])([CH3:20])[CH3:19])=[O:16])[CH2:11][CH2:10]1.[CH2:26]([NH:28][C:29]([NH:31][C:32]1[CH:37]=[C:36]([C:38]2[S:39][CH:40]=[C:41]([C:43]([F:46])([F:45])[F:44])[N:42]=2)[C:35](B2OC(C)(C)C(C)(C)O2)=[CH:34][N:33]=1)=[O:30])[CH3:27].C(=O)([O-])[O-].[Cs+].[Cs+]. (9) Given the product [ClH:67].[ClH:72].[NH2:8][C@@H:9]([CH3:71])[C:10]([NH:12][CH2:13][CH2:14][C:15]([O:17][CH2:18][C@@H:19]([O:20][C:21](=[O:37])[CH2:22][CH2:23][NH:24][C:25](=[O:36])[C@@H:26]([NH2:27])[CH3:35])[CH2:38][O:39][C:40]1[CH:45]=[CH:44][C:43]([C:46]2[C:51]([C:52]#[N:53])=[C:50]([S:54][CH2:55][C:56]3[N:57]=[C:58]([C:61]4[CH:62]=[CH:63][C:64]([Cl:67])=[CH:65][CH:66]=4)[O:59][CH:60]=3)[N:49]=[C:48]([NH2:68])[C:47]=2[C:69]#[N:70])=[CH:42][CH:41]=1)=[O:16])=[O:11], predict the reactants needed to synthesize it. The reactants are: C(OC([NH:8][C@@H:9]([CH3:71])[C:10]([NH:12][CH2:13][CH2:14][C:15]([O:17][CH2:18][C@H:19]([CH2:38][O:39][C:40]1[CH:45]=[CH:44][C:43]([C:46]2[C:51]([C:52]#[N:53])=[C:50]([S:54][CH2:55][C:56]3[N:57]=[C:58]([C:61]4[CH:66]=[CH:65][C:64]([Cl:67])=[CH:63][CH:62]=4)[O:59][CH:60]=3)[N:49]=[C:48]([NH2:68])[C:47]=2[C:69]#[N:70])=[CH:42][CH:41]=1)[O:20][C:21](=[O:37])[CH2:22][CH2:23][NH:24][C:25](=[O:36])[C@H:26]([CH3:35])[NH:27]C(=O)OC(C)(C)C)=[O:16])=[O:11])=O)(C)(C)C.[ClH:72].